Dataset: Forward reaction prediction with 1.9M reactions from USPTO patents (1976-2016). Task: Predict the product of the given reaction. Given the reactants [OH:1][C:2]1[CH:7]=[CH:6][C:5]([C:8]2[CH:13]=[CH:12][CH:11]=[C:10]([C:14](=[O:16])[CH3:15])[CH:9]=2)=[CH:4][C:3]=1I.C1(P([CH:37]2[CH2:42][CH2:41][CH2:40][CH2:39]C2)[CH:41]2[CH2:42][CH2:37]C[CH2:39][CH2:40]2)C(C2C=CC=CC=2)=CC=CC=1.C(N[CH:47]([CH3:49])[CH3:48])(C)C.C[C:51]#[N:52], predict the reaction product. The product is: [CH3:37][C@@H:42]1[CH2:41][CH2:40][CH2:39][N:52]1[CH2:51][CH2:49][C:47]1[O:1][C:2]2[CH:7]=[CH:6][C:5]([C:8]3[CH:9]=[C:10]([C:14](=[O:16])[CH3:15])[CH:11]=[CH:12][CH:13]=3)=[CH:4][C:3]=2[CH:48]=1.